This data is from Full USPTO retrosynthesis dataset with 1.9M reactions from patents (1976-2016). The task is: Predict the reactants needed to synthesize the given product. (1) Given the product [OH:10][N:9]=[C:8]([Cl:11])[C:6]1[CH:5]=[CH:4][CH:3]=[C:2]([CH3:1])[N:7]=1, predict the reactants needed to synthesize it. The reactants are: [CH3:1][C:2]1[N:7]=[C:6](/[CH:8]=[N:9]/[OH:10])[CH:5]=[CH:4][CH:3]=1.[Cl:11]N1C(=O)CCC1=O. (2) The reactants are: [CH3:1][C:2]1[CH:7]=[CH:6][C:5]([NH:8][C:9](=[O:23])[C:10]2[CH:15]=[CH:14][C:13]([CH2:16][N:17]3[CH2:22][CH2:21][NH:20][CH2:19][CH2:18]3)=[CH:12][CH:11]=2)=[CH:4][C:3]=1[NH:24][C:25]1[N:30]=[C:29]([C:31]2[CH:32]=[N:33][CH:34]=[CH:35][CH:36]=2)[CH:28]=[CH:27][N:26]=1.[CH3:37][S:38]([OH:41])(=[O:40])=[O:39].C(OCC)(=O)C. Given the product [CH3:37][S:38]([OH:41])(=[O:40])=[O:39].[CH3:1][C:2]1[CH:7]=[CH:6][C:5]([NH:8][C:9](=[O:23])[C:10]2[CH:11]=[CH:12][C:13]([CH2:16][N:17]3[CH2:18][CH2:19][NH:20][CH2:21][CH2:22]3)=[CH:14][CH:15]=2)=[CH:4][C:3]=1[NH:24][C:25]1[N:30]=[C:29]([C:31]2[CH:32]=[N:33][CH:34]=[CH:35][CH:36]=2)[CH:28]=[CH:27][N:26]=1, predict the reactants needed to synthesize it. (3) Given the product [Cl:6][C:7]1[CH:8]=[C:9]([O:17][C:18]2[CH:19]=[CH:20][CH:21]=[CH:22][CH:23]=2)[C:10]([NH:13][C:14]2[S:15][CH:2]=[C:3]([CH3:4])[N:16]=2)=[N:11][CH:12]=1, predict the reactants needed to synthesize it. The reactants are: Cl[CH2:2][C:3](=O)[CH3:4].[Cl:6][C:7]1[CH:8]=[C:9]([O:17][C:18]2[CH:23]=[CH:22][CH:21]=[CH:20][CH:19]=2)[C:10]([NH:13][C:14]([NH2:16])=[S:15])=[N:11][CH:12]=1.C(N(CC)CC)C. (4) The reactants are: C([O:8][C:9]1[CH:36]=[CH:35][C:34]([O:37][CH2:38][CH2:39][CH2:40][N:41]2[CH2:46][CH2:45][N:44]([CH3:47])[CH2:43][CH2:42]2)=[CH:33][C:10]=1[C:11]([NH:13][C:14]1[CH:26]=[C:25]([C:27]2[CH:32]=[CH:31][CH:30]=[CH:29][CH:28]=2)[CH:24]=[CH:23][C:15]=1[C:16]([O:18][C:19]([CH3:22])([CH3:21])[CH3:20])=[O:17])=[O:12])C1C=CC=CC=1. Given the product [OH:8][C:9]1[CH:36]=[CH:35][C:34]([O:37][CH2:38][CH2:39][CH2:40][N:41]2[CH2:46][CH2:45][N:44]([CH3:47])[CH2:43][CH2:42]2)=[CH:33][C:10]=1[C:11]([NH:13][C:14]1[CH:26]=[C:25]([C:27]2[CH:28]=[CH:29][CH:30]=[CH:31][CH:32]=2)[CH:24]=[CH:23][C:15]=1[C:16]([O:18][C:19]([CH3:20])([CH3:22])[CH3:21])=[O:17])=[O:12], predict the reactants needed to synthesize it. (5) Given the product [Br:1][C:2]1[C:7]2[CH:8]=[CH:9][CH2:10][CH2:11][C:12]([CH3:14])([CH3:13])[C:6]=2[CH:5]=[CH:4][CH:3]=1, predict the reactants needed to synthesize it. The reactants are: [Br:1][C:2]1[C:7]2[CH:8](O)[CH2:9][CH2:10][CH2:11][C:12]([CH3:14])([CH3:13])[C:6]=2[CH:5]=[CH:4][CH:3]=1.O.C1(C)C=CC(S(O)(=O)=O)=CC=1.